Dataset: Choline transporter screen with 302,306 compounds. Task: Binary Classification. Given a drug SMILES string, predict its activity (active/inactive) in a high-throughput screening assay against a specified biological target. (1) The result is 0 (inactive). The compound is S1\C(N(CC(=O)Nc2cc(F)ccc2)C(=O)C1)=C/C(OCC)=O. (2) The molecule is O=C(N1CCN(CC1)c1ccc(NC(=O)c2cc([N+]([O-])=O)c(cc2)C)cc1)C. The result is 0 (inactive). (3) The molecule is Clc1c(CC(=O)Nc2sccn2)c(F)ccc1. The result is 0 (inactive). (4) The molecule is S1\C(C(=O)N(CC(=O)Nc2ccc(OCC)cc2)C1=O)=C\c1n(ccc1)C. The result is 0 (inactive). (5) The compound is Clc1cc(NC(=O)CC2N(C3C(NC2=O)CCCC3)C(=O)c2c(OC)cccc2)c(cc1)C. The result is 0 (inactive).